From a dataset of Reaction yield outcomes from USPTO patents with 853,638 reactions. Predict the reaction yield, written as a fraction of the theoretical maximum amount of product (1.0 means a 100% yield; for example, 0.34 means a 34% yield). (1) The reactants are [C:1]1([CH2:7][NH2:8])[CH:6]=[CH:5][CH:4]=[CH:3][CH:2]=1.F[C:10]1[CH:15]=[CH:14][CH:13]=[CH:12][C:11]=1[N+:16]([O-:18])=[O:17]. No catalyst specified. The product is [CH2:7]([NH:8][C:10]1[CH:15]=[CH:14][CH:13]=[CH:12][C:11]=1[N+:16]([O-:18])=[O:17])[C:1]1[CH:6]=[CH:5][CH:4]=[CH:3][CH:2]=1. The yield is 0.930. (2) The reactants are [CH2:1]([O:3][C:4]([CH:6]1[C:10](O)([CH3:11])[CH2:9][CH2:8][N:7]1[S:13]([C:16]1[CH:21]=[CH:20][C:19]([CH3:22])=[CH:18][CH:17]=1)(=[O:15])=[O:14])=[O:5])[CH3:2].O=P(Cl)(Cl)Cl. The catalyst is N1C=CC=CC=1. The product is [CH2:1]([O:3][C:4]([CH:6]1[C:10]([CH3:11])=[CH:9][CH2:8][N:7]1[S:13]([C:16]1[CH:21]=[CH:20][C:19]([CH3:22])=[CH:18][CH:17]=1)(=[O:14])=[O:15])=[O:5])[CH3:2]. The yield is 0.880. (3) The reactants are [ClH:1].[NH2:2][C:3]1[N:8]=[CH:7][C:6]([CH:9]=[CH:10][C:11]([OH:13])=O)=[CH:5][C:4]=1[C:14](=[O:24])[NH:15][CH2:16][CH2:17][N:18]1[CH2:23][CH2:22][O:21][CH2:20][CH2:19]1.Cl.[CH3:26][N:27]1[CH2:33][C:32]2[CH:34]=[C:35](/[CH:38]=[CH:39]/[C:40](O)=O)C=N[C:31]=2[NH:30][C:29](=O)[CH2:28]1.CNCC1N(C)C2C(C=1)=CC=CC=2.CNCC1C=CC2C(=CC=CC=2)C=1CCC. No catalyst specified. The product is [ClH:1].[NH2:2][C:3]1[N:8]=[CH:7][C:6](/[CH:9]=[CH:10]/[C:11](=[O:13])[N:30]([CH3:31])[CH2:29][C:28]2[N:27]([CH3:26])[C:33]3[C:39]([CH:40]=2)=[CH:38][CH:35]=[CH:34][CH:32]=3)=[CH:5][C:4]=1[C:14]([NH:15][CH2:16][CH2:17][N:18]1[CH2:23][CH2:22][O:21][CH2:20][CH2:19]1)=[O:24]. The yield is 0.230. (4) The reactants are [NH2:1][C:2]1[CH:7]=[CH:6][CH:5]=[CH:4][C:3]=1[S:8]([NH:11][CH2:12][CH2:13][OH:14])(=[O:10])=[O:9].[Cl:15][C:16]1[CH:21]=[C:20]([Cl:22])[CH:19]=[C:18]([Cl:23])[C:17]=1Br.C([O-])([O-])=O.[K+].[K+].CC1(C)C2C(=C(P(C3C=CC=CC=3)C3C=CC=CC=3)C=CC=2)OC2C(P(C3C=CC=CC=3)C3C=CC=CC=3)=CC=CC1=2. The catalyst is C(#N)C.C1C=CC(/C=C/C(/C=C/C2C=CC=CC=2)=O)=CC=1.C1C=CC(/C=C/C(/C=C/C2C=CC=CC=2)=O)=CC=1.C1C=CC(/C=C/C(/C=C/C2C=CC=CC=2)=O)=CC=1.[Pd].[Pd]. The product is [OH:14][CH2:13][CH2:12][NH:11][S:8]([C:3]1[CH:4]=[CH:5][CH:6]=[CH:7][C:2]=1[NH:1][C:17]1[C:16]([Cl:15])=[CH:21][C:20]([Cl:22])=[CH:19][C:18]=1[Cl:23])(=[O:10])=[O:9]. The yield is 0.170.